Dataset: NCI-60 drug combinations with 297,098 pairs across 59 cell lines. Task: Regression. Given two drug SMILES strings and cell line genomic features, predict the synergy score measuring deviation from expected non-interaction effect. (1) Drug 1: CC1=CC2C(CCC3(C2CCC3(C(=O)C)OC(=O)C)C)C4(C1=CC(=O)CC4)C. Drug 2: C(CC(=O)O)C(=O)CN.Cl. Cell line: HCT116. Synergy scores: CSS=6.00, Synergy_ZIP=3.39, Synergy_Bliss=1.41, Synergy_Loewe=2.17, Synergy_HSA=2.88. (2) Drug 1: CC1C(C(=O)NC(C(=O)N2CCCC2C(=O)N(CC(=O)N(C(C(=O)O1)C(C)C)C)C)C(C)C)NC(=O)C3=C4C(=C(C=C3)C)OC5=C(C(=O)C(=C(C5=N4)C(=O)NC6C(OC(=O)C(N(C(=O)CN(C(=O)C7CCCN7C(=O)C(NC6=O)C(C)C)C)C)C(C)C)C)N)C. Drug 2: CC=C1C(=O)NC(C(=O)OC2CC(=O)NC(C(=O)NC(CSSCCC=C2)C(=O)N1)C(C)C)C(C)C. Cell line: SN12C. Synergy scores: CSS=7.72, Synergy_ZIP=-1.94, Synergy_Bliss=-6.35, Synergy_Loewe=-24.8, Synergy_HSA=-7.58.